Dataset: Full USPTO retrosynthesis dataset with 1.9M reactions from patents (1976-2016). Task: Predict the reactants needed to synthesize the given product. (1) Given the product [CH2:7]([O:14][CH2:15][CH:16]1[CH:20]([CH2:21][N:4]2[CH:3]=[C:2]([Br:1])[CH:6]=[N:5]2)[O:19][C:18](=[O:23])[NH:17]1)[C:8]1[CH:9]=[CH:10][CH:11]=[CH:12][CH:13]=1, predict the reactants needed to synthesize it. The reactants are: [Br:1][C:2]1[CH:3]=[N:4][NH:5][CH:6]=1.[CH2:7]([O:14][CH2:15][CH:16]1[CH:20]([CH2:21]I)[O:19][C:18](=[O:23])[NH:17]1)[C:8]1[CH:13]=[CH:12][CH:11]=[CH:10][CH:9]=1.[O-]P([O-])([O-])=O.[K+].[K+].[K+]. (2) Given the product [Br:18][CH2:3][C:4]([C:6]1[CH:15]=[CH:14][C:9]([C:10]([O:12][CH3:13])=[O:11])=[CH:8][C:7]=1[CH3:16])=[O:5], predict the reactants needed to synthesize it. The reactants are: C([O:3][C:4]([C:6]1[CH:15]=[CH:14][C:9]([C:10]([O:12][CH3:13])=[O:11])=[CH:8][C:7]=1[CH3:16])=[CH2:5])C.O.[Br:18]N1C(=O)CCC1=O.CCOC(C)=O.